This data is from Full USPTO retrosynthesis dataset with 1.9M reactions from patents (1976-2016). The task is: Predict the reactants needed to synthesize the given product. Given the product [NH2:17][C:15]1[N:14]=[CH:13][N:12]=[C:11]2[N:10]([C@H:18]3[CH2:23][CH2:22][C@H:21]([N:24]4[CH2:25][CH2:26][N:27]([CH3:30])[CH2:28][CH2:29]4)[CH2:20][CH2:19]3)[N:9]=[C:8]([C:5]3[CH:6]=[CH:7][C:2]([NH:1][C:42]([C@H:40]4[CH2:41][C@@H:39]4[C:33]4[CH:38]=[CH:37][CH:36]=[CH:35][CH:34]=4)=[O:43])=[C:3]([O:31][CH3:32])[CH:4]=3)[C:16]=12, predict the reactants needed to synthesize it. The reactants are: [NH2:1][C:2]1[CH:7]=[CH:6][C:5]([C:8]2[C:16]3[C:11](=[N:12][CH:13]=[N:14][C:15]=3[NH2:17])[N:10]([C@H:18]3[CH2:23][CH2:22][C@H:21]([N:24]4[CH2:29][CH2:28][N:27]([CH3:30])[CH2:26][CH2:25]4)[CH2:20][CH2:19]3)[N:9]=2)=[CH:4][C:3]=1[O:31][CH3:32].[C:33]1([C@@H:39]2[CH2:41][C@H:40]2[C:42](Cl)=[O:43])[CH:38]=[CH:37][CH:36]=[CH:35][CH:34]=1.